Dataset: Reaction yield outcomes from USPTO patents with 853,638 reactions. Task: Predict the reaction yield, written as a fraction of the theoretical maximum amount of product (1.0 means a 100% yield; for example, 0.34 means a 34% yield). (1) The reactants are [N:1]1[C:10]2[C:5](=[CH:6][CH:7]=[CH:8][CH:9]=2)[CH:4]=[CH:3][C:2]=1[CH2:11][O:12][C:13]1[CH:18]=[CH:17][C:16]([CH2:19][C:20]([OH:22])=O)=[CH:15][CH:14]=1.[CH3:23]CN(C(C)C)C(C)C.C1C=CC2N(O)N=NC=2C=1.C(Cl)CCl.[NH2:46][C:47]([CH3:52])([CH3:51])[C:48]([O-:50])=[O:49]. The catalyst is C(Cl)Cl.O. The product is [CH3:51][C:47]([NH:46][C:20](=[O:22])[CH2:19][C:16]1[CH:17]=[CH:18][C:13]([O:12][CH2:11][C:2]2[CH:3]=[CH:4][C:5]3[C:10](=[CH:9][CH:8]=[CH:7][CH:6]=3)[N:1]=2)=[CH:14][CH:15]=1)([CH3:52])[C:48]([O:50][CH3:23])=[O:49]. The yield is 0.740. (2) The reactants are [C:1]([C:5]1[CH:30]=[C:8]2[N:9]=[C:10]([CH3:29])[C:11]([CH:21]([CH2:26][CH2:27][CH3:28])[C:22]([O:24]C)=[O:23])=[C:12]([C:13]3[CH:18]=[CH:17][C:16]([Cl:19])=[CH:15][C:14]=3[F:20])[N:7]2[N:6]=1)([CH3:4])([CH3:3])[CH3:2].[OH-].[Na+].C(OCC)(=O)C. The catalyst is CO. The product is [C:1]([C:5]1[CH:30]=[C:8]2[N:9]=[C:10]([CH3:29])[C:11]([CH:21]([CH2:26][CH2:27][CH3:28])[C:22]([OH:24])=[O:23])=[C:12]([C:13]3[CH:18]=[CH:17][C:16]([Cl:19])=[CH:15][C:14]=3[F:20])[N:7]2[N:6]=1)([CH3:3])([CH3:4])[CH3:2]. The yield is 0.350. (3) The reactants are [O:1]=[C:2]1[C:7]([C:8]([OH:10])=O)=[CH:6][C:5]([C:11]2[CH:16]=[CH:15][CH:14]=[CH:13][CH:12]=2)=[CH:4][NH:3]1.C1C=CC2N(O)N=NC=2C=1.[CH3:27][CH2:28][N:29]=[C:30]=[N:31][CH2:32][CH2:33][CH2:34]N(C)C.Cl.Cl.Cl.[F:41][C:42]1[CH:43]=[C:44]([NH:69]C(NC(=O)CC2C=CC(F)=CC=2)=S)[CH:45]=[CH:46][C:47]=1[O:48][C:49]1C2=C(C)C(OCCN3CCN(C)CC3)=CN2N=CN=1. The catalyst is CN(C=O)C. The product is [NH:31]1[C:30]2=[N:29][CH:28]=[CH:27][C:49]([O:48][C:47]3[CH:46]=[CH:45][C:44]([NH:69][C:8]([C:7]4[C:2](=[O:1])[NH:3][CH:4]=[C:5]([C:11]5[CH:16]=[CH:15][CH:14]=[CH:13][CH:12]=5)[CH:6]=4)=[O:10])=[CH:43][C:42]=3[F:41])=[C:34]2[CH:33]=[CH:32]1. The yield is 0.130. (4) The reactants are O[CH:2]=[C:3]1[C:11]2[C:6](=[CH:7][C:8]([C:12]([C:14]3[CH:15]=[C:16]([NH:20][C:21]([C:23]4[N:24]([C:29]([CH3:32])([CH3:31])[CH3:30])[N:25]=[C:26]([CH3:28])[CH:27]=4)=[O:22])[CH:17]=[CH:18][CH:19]=3)=[O:13])=[CH:9][CH:10]=2)[NH:5][C:4]1=[O:33].[CH3:34][N:35]1[CH2:40][CH2:39][N:38]([C:41]2[CH:46]=[CH:45][C:44]([NH2:47])=[CH:43][CH:42]=2)[CH2:37][CH2:36]1. The catalyst is C1COCC1. The product is [CH3:34][N:35]1[CH2:36][CH2:37][N:38]([C:41]2[CH:46]=[CH:45][C:44]([NH:47][CH:2]=[C:3]3[C:11]4[C:6](=[CH:7][C:8]([C:12]([C:14]5[CH:15]=[C:16]([NH:20][C:21]([C:23]6[N:24]([C:29]([CH3:32])([CH3:31])[CH3:30])[N:25]=[C:26]([CH3:28])[CH:27]=6)=[O:22])[CH:17]=[CH:18][CH:19]=5)=[O:13])=[CH:9][CH:10]=4)[NH:5][C:4]3=[O:33])=[CH:43][CH:42]=2)[CH2:39][CH2:40]1. The yield is 0.500. (5) The reactants are [Cl:1][C:2]1[CH:7]=[CH:6][CH:5]=[CH:4][C:3]=1/[CH:8]=[CH:9]/[CH3:10].CC([OH:15])(C)C.[OH2:16]. No catalyst specified. The product is [Cl:1][C:2]1[CH:7]=[CH:6][CH:5]=[CH:4][C:3]=1[C@H:8]([OH:15])[C@@H:9]([OH:16])[CH3:10]. The yield is 0.900. (6) The reactants are [NH2:1][C@@H:2]([CH2:33][C:34]1[CH:39]=[CH:38][CH:37]=[CH:36][CH:35]=1)[CH2:3][C@H:4]([OH:32])[C@@H:5]([NH:19][C:20]([C@@H:22]([NH:27][C:28](=[O:31])[O:29][CH3:30])[C:23]([CH3:26])([CH3:25])[CH3:24])=[O:21])[CH2:6][C:7]1[CH:12]=[CH:11][C:10]([C:13]2[CH:18]=[CH:17][CH:16]=[CH:15][N:14]=2)=[CH:9][CH:8]=1.[CH3:40][C@@H:41]([CH2:58][CH3:59])[C@H:42]([NH:46][C:47]([N:49]([CH3:57])[CH2:50][C:51]1[N:52]=[C:53]([CH3:56])[S:54][CH:55]=1)=[O:48])[C:43](O)=[O:44].CCOP(ON1N=NC2C=CC=CC=2C1=O)(OCC)=O.C(N(CC)C(C)C)(C)C. The catalyst is C1COCC1. The product is [CH3:30][O:29][C:28](=[O:31])[NH:27][C@@H:22]([C:23]([CH3:25])([CH3:26])[CH3:24])[C:20](=[O:21])[NH:19][C@@H:5]([CH2:6][C:7]1[CH:12]=[CH:11][C:10]([C:13]2[CH:18]=[CH:17][CH:16]=[CH:15][N:14]=2)=[CH:9][CH:8]=1)[C@@H:4]([OH:32])[CH2:3][C@H:2]([CH2:33][C:34]1[CH:35]=[CH:36][CH:37]=[CH:38][CH:39]=1)[NH:1][C:43](=[O:44])[C@H:42]([CH:41]([CH2:58][CH3:59])[CH3:40])[NH:46][C:47](=[O:48])[N:49]([CH3:57])[CH2:50][C:51]1[N:52]=[C:53]([CH3:56])[S:54][CH:55]=1. The yield is 0.290. (7) The reactants are [NH2:1][C:2]1[N:7]=[C:6](Cl)[CH:5]=[C:4]([CH2:9][CH3:10])[N:3]=1.[F:11][C:12]1[CH:13]=[C:14]([CH:16]=[CH:17][C:18]=1[S:19][C:20]1[CH:25]=[CH:24][N:23]=[CH:22][CH:21]=1)[NH2:15]. The catalyst is Cl. The product is [CH2:9]([C:4]1[N:3]=[C:2]([NH2:1])[N:7]=[C:6]([NH:15][C:14]2[CH:16]=[CH:17][C:18]([S:19][C:20]3[CH:25]=[CH:24][N:23]=[CH:22][CH:21]=3)=[C:12]([F:11])[CH:13]=2)[CH:5]=1)[CH3:10]. The yield is 0.340. (8) The reactants are [O:1]=[C:2]1[CH:7]=[CH:6][CH2:5][CH2:4][N:3]1[C:8]([O:10][C:11]([CH3:14])([CH3:13])[CH3:12])=[O:9].[CH3:15][N+:16]([O-:18])=[O:17].C1CCN2C(=NCCC2)CC1. No catalyst specified. The product is [N+:16]([CH2:15][CH:6]1[CH2:5][CH2:4][N:3]([C:8]([O:10][C:11]([CH3:14])([CH3:13])[CH3:12])=[O:9])[C:2](=[O:1])[CH2:7]1)([O-:18])=[O:17]. The yield is 0.220.